This data is from Full USPTO retrosynthesis dataset with 1.9M reactions from patents (1976-2016). The task is: Predict the reactants needed to synthesize the given product. (1) Given the product [CH3:10][C:9]([CH3:11])=[CH:8][CH2:7][CH2:6][CH2:5][CH2:4][CH2:3][OH:2], predict the reactants needed to synthesize it. The reactants are: C[O:2][C:3](=O)[CH2:4][CH2:5][CH2:6][CH2:7][CH:8]=[C:9]([CH3:11])[CH3:10].CC(C[AlH]CC(C)C)C. (2) Given the product [Br:23][C:24]1[CH:29]=[CH:28][C:27]([N:30]=[C:31]2[NH:8][C@@H:3]([CH2:4][CH:5]([CH3:7])[CH3:6])[CH2:2][S:32]2)=[C:26]([CH3:33])[CH:25]=1, predict the reactants needed to synthesize it. The reactants are: O[CH2:2][C@@H:3]([NH2:8])[CH2:4][CH:5]([CH3:7])[CH3:6].COC(=O)[C@H](CC(C)C)N.OCCN.[Br:23][C:24]1[CH:29]=[CH:28][C:27]([N:30]=[C:31]=[S:32])=[C:26]([CH3:33])[CH:25]=1. (3) Given the product [ClH:1].[ClH:39].[Cl:1][C:2]1[C:3]([CH:20]([S:29]([C:32]2[CH:33]=[CH:34][C:35]([Cl:38])=[CH:36][CH:37]=2)(=[O:30])=[O:31])[C:21]2[CH:26]=[C:25]([F:27])[CH:24]=[CH:23][C:22]=2[F:28])=[CH:4][C:5]([NH:8][CH2:9][CH2:10][CH2:11][NH2:12])=[N:6][CH:7]=1, predict the reactants needed to synthesize it. The reactants are: [Cl:1][C:2]1[C:3]([CH:20]([S:29]([C:32]2[CH:37]=[CH:36][C:35]([Cl:38])=[CH:34][CH:33]=2)(=[O:31])=[O:30])[C:21]2[CH:26]=[C:25]([F:27])[CH:24]=[CH:23][C:22]=2[F:28])=[CH:4][C:5]([NH:8][CH2:9][CH2:10][CH2:11][NH:12]C(=O)OC(C)(C)C)=[N:6][CH:7]=1.[ClH:39].CO. (4) The reactants are: [CH:1]1([NH:4][C:5]2[CH:10]=[C:9]([C:11]3[C:12]([NH:17][C:18]4[CH:23]=[C:22]([N+:24]([O-])=O)[CH:21]=[CH:20][C:19]=4[CH3:27])=[N:13][CH:14]=[CH:15][CH:16]=3)[N:8]=[CH:7][N:6]=2)[CH2:3][CH2:2]1.[Sn](Cl)(Cl)(Cl)Cl. Given the product [CH:1]1([NH:4][C:5]2[N:6]=[CH:7][N:8]=[C:9]([C:11]3[C:12]([NH:17][C:18]4[CH:23]=[C:22]([NH2:24])[CH:21]=[CH:20][C:19]=4[CH3:27])=[N:13][CH:14]=[CH:15][CH:16]=3)[CH:10]=2)[CH2:2][CH2:3]1, predict the reactants needed to synthesize it. (5) Given the product [CH3:42][C:23]([CH3:22])([CH3:43])[CH2:24][C:25](=[O:41])[CH2:26][C@H:27]([C:31]1[O:32][CH:33]=[C:34]([C:36]([O:38][CH2:39][CH3:40])=[O:37])[N:35]=1)[CH2:28][CH:29]=[CH2:30], predict the reactants needed to synthesize it. The reactants are: C1N2CN3CN(C2)CN1C3.CCCCCCC=CCCC.[CH3:22][C:23]([CH3:43])([CH3:42])[CH2:24][C:25](=[O:41])[CH2:26][C@H:27]([C:31]1[O:32][CH2:33][C@@H:34]([C:36]([O:38][CH2:39][CH3:40])=[O:37])[N:35]=1)[CH2:28][CH:29]=[CH2:30]. (6) Given the product [OH:16][C:17]1([C:23]2[S:24][CH:25]=[CH:26][C:27]=2[CH3:28])[CH2:18][CH2:19][N:20]([CH2:2][C:3]([C:5]2[CH:6]=[C:7]3[C:12](=[CH:13][CH:14]=2)[NH:11][C:10](=[O:15])[CH2:9][CH2:8]3)=[O:4])[CH2:21][CH2:22]1, predict the reactants needed to synthesize it. The reactants are: Cl[CH2:2][C:3]([C:5]1[CH:6]=[C:7]2[C:12](=[CH:13][CH:14]=1)[NH:11][C:10](=[O:15])[CH2:9][CH2:8]2)=[O:4].[OH:16][C:17]1([C:23]2[S:24][CH:25]=[CH:26][C:27]=2[CH3:28])[CH2:22][CH2:21][NH:20][CH2:19][CH2:18]1.C(N(CC)CC)C.